From a dataset of TCR-epitope binding with 47,182 pairs between 192 epitopes and 23,139 TCRs. Binary Classification. Given a T-cell receptor sequence (or CDR3 region) and an epitope sequence, predict whether binding occurs between them. (1) The TCR CDR3 sequence is CASSPTQGAGDTQYF. The epitope is AVFDRKSDAK. Result: 1 (the TCR binds to the epitope). (2) The epitope is RLRPGGKKK. The TCR CDR3 sequence is CSLGLAGAPYNEQFF. Result: 0 (the TCR does not bind to the epitope).